Predict which catalyst facilitates the given reaction. From a dataset of Catalyst prediction with 721,799 reactions and 888 catalyst types from USPTO. (1) Reactant: [Cl:1][C:2]1[C:10]2[C:9]([NH:11][NH2:12])=[N:8][CH:7]=[N:6][C:5]=2[S:4][CH:3]=1.C(O[C:16](OCC)(OCC)[CH:17]([CH3:19])[CH3:18])C.C(OCC)(=O)C. Product: [Cl:1][C:2]1[C:10]2[C:9]3[N:8]([C:16]([CH:17]([CH3:19])[CH3:18])=[N:12][N:11]=3)[CH:7]=[N:6][C:5]=2[S:4][CH:3]=1. The catalyst class is: 8. (2) Reactant: [C:1]1([C:7]#[C:8][C:9]2[CH:18]=[CH:17][CH:16]=[CH:15][C:10]=2[C:11](OC)=[O:12])[CH:6]=[CH:5][CH:4]=[CH:3][CH:2]=1.[NH2:19][OH:20].[OH-].[K+]. Product: [OH:20][NH:19][C:11](=[O:12])[C:10]1[CH:15]=[CH:16][CH:17]=[CH:18][C:9]=1[C:8]#[C:7][C:1]1[CH:6]=[CH:5][CH:4]=[CH:3][CH:2]=1. The catalyst class is: 36. (3) The catalyst class is: 10. Reactant: [C:1]([O:7][CH2:8][CH3:9])(=[O:6])[CH2:2][C:3]([O-:5])=O.[K+].[Cl-].[Mg+2].[Cl-].C(N(CC)CC)C.[F:21][C:22]1[CH:30]=[C:29]([F:31])[C:28]([F:32])=[CH:27][C:23]=1C(Cl)=O. Product: [CH2:8]([O:7][C:1](=[O:6])[CH2:2][C:3](=[O:5])[C:23]1[CH:27]=[C:28]([F:32])[C:29]([F:31])=[CH:30][C:22]=1[F:21])[CH3:9]. (4) Reactant: [F-].[K+].CNCCNC.I[C:10]1[CH:15]=[CH:14][CH:13]=[CH:12][C:11]=1[CH3:16].[CH3:17]/[C:18](/[O:24][Si](C)(C)C)=[N:19]\[Si](C)(C)C. Product: [CH3:16][C:11]1[CH:12]=[CH:13][CH:14]=[CH:15][C:10]=1[NH:19][C:18](=[O:24])[CH3:17]. The catalyst class is: 509. (5) Reactant: [Br:1][C:2]1[CH:7]=[CH:6][C:5](/[CH:8]=[CH:9]/[C:10](OCC)=[O:11])=[CH:4][CH:3]=1.CC(C[AlH]CC(C)C)C. Product: [Br:1][C:2]1[CH:3]=[CH:4][C:5](/[CH:8]=[CH:9]/[CH2:10][OH:11])=[CH:6][CH:7]=1. The catalyst class is: 2. (6) Reactant: C1C=CC(P(N=[N+]=[N-])(C2C=CC=CC=2)=[O:8])=CC=1.[C:18]1([CH3:36])[CH:23]=[CH:22][C:21]([N:24]2[C:28](C(O)=O)=[CH:27][C:26]([Si:32]([CH3:35])([CH3:34])[CH3:33])=[N:25]2)=[CH:20][CH:19]=1.CC[N:39]([CH2:42]C)CC.[Cl:44][C:45]1[N:50]=[C:49]([O:51][C:52]2[C:61]3[C:56](=[CH:57][CH:58]=[CH:59][CH:60]=3)[C:55]([NH2:62])=[CH:54][CH:53]=2)[CH:48]=[CH:47][N:46]=1. Product: [Cl:44][C:45]1[N:50]=[C:49]([O:51][C:52]2[C:61]3[C:56](=[CH:57][CH:58]=[CH:59][CH:60]=3)[C:55]([NH:62][C:42]([NH:39][C:28]3[N:24]([C:21]4[CH:20]=[CH:19][C:18]([CH3:36])=[CH:23][CH:22]=4)[N:25]=[C:26]([Si:32]([CH3:33])([CH3:34])[CH3:35])[CH:27]=3)=[O:8])=[CH:54][CH:53]=2)[CH:48]=[CH:47][N:46]=1. The catalyst class is: 3.